This data is from Catalyst prediction with 721,799 reactions and 888 catalyst types from USPTO. The task is: Predict which catalyst facilitates the given reaction. (1) Reactant: [CH3:1][O:2][CH2:3][CH2:4]OS(C)(=O)=O.[Cl:10][C:11]1[CH:16]=[CH:15][C:14]([OH:17])=[CH:13][C:12]=1[B:18]1[O:22][C:21]([CH3:24])([CH3:23])[C:20]([CH3:26])([CH3:25])[O:19]1.C(=O)([O-])[O-].[K+].[K+]. Product: [Cl:10][C:11]1[CH:16]=[CH:15][C:14]([O:17][CH2:4][CH2:3][O:2][CH3:1])=[CH:13][C:12]=1[B:18]1[O:22][C:21]([CH3:24])([CH3:23])[C:20]([CH3:26])([CH3:25])[O:19]1. The catalyst class is: 80. (2) Reactant: [F:1][C:2]1[CH:7]=[CH:6][C:5]([N+:8]([O-])=O)=[CH:4][C:3]=1[C:11]#[C:12][Si:13]([CH3:16])([CH3:15])[CH3:14].Cl. Product: [F:1][C:2]1[CH:7]=[CH:6][C:5]([NH2:8])=[CH:4][C:3]=1[C:11]#[C:12][Si:13]([CH3:14])([CH3:16])[CH3:15]. The catalyst class is: 415. (3) Reactant: C[O:2][C:3](=[O:41])[C@@H:4]([NH:26][C:27]1[CH:32]=[CH:31][CH:30]=[CH:29][C:28]=1[C:33](=[O:40])[C:34]1[CH:39]=[CH:38][CH:37]=[CH:36][CH:35]=1)[CH2:5][C:6]1[CH:11]=[CH:10][C:9]([O:12][CH2:13]/[CH:14]=[CH:15]/[C:16]2[CH:25]=[CH:24][C:23]3[C:18](=[CH:19][CH:20]=[CH:21][CH:22]=3)[N:17]=2)=[CH:8][CH:7]=1.[OH-].[Na+]. Product: [C:33]([C:28]1[CH:29]=[CH:30][CH:31]=[CH:32][C:27]=1[NH:26][C@@H:4]([CH2:5][C:6]1[CH:11]=[CH:10][C:9]([O:12][CH2:13]/[CH:14]=[CH:15]/[C:16]2[CH:25]=[CH:24][C:23]3[C:18](=[CH:19][CH:20]=[CH:21][CH:22]=3)[N:17]=2)=[CH:8][CH:7]=1)[C:3]([OH:41])=[O:2])(=[O:40])[C:34]1[CH:39]=[CH:38][CH:37]=[CH:36][CH:35]=1. The catalyst class is: 8. (4) Reactant: Cl.C(O[C:5](=[NH:18])[CH2:6][N:7]1[C:11]([CH3:12])=[CH:10][CH:9]=[C:8]1[C:13]([O:15][CH2:16][CH3:17])=[O:14])C.[F:19][C:20]1[CH:25]=[CH:24][CH:23]=[CH:22][C:21]=1[N:26]1[CH2:31][CH2:30][NH:29][CH2:28][CH2:27]1. Product: [F:19][C:20]1[CH:25]=[CH:24][CH:23]=[CH:22][C:21]=1[N:26]1[CH2:31][CH2:30][N:29]([C:5](=[NH:18])[CH2:6][N:7]2[C:11]([CH3:12])=[CH:10][CH:9]=[C:8]2[C:13]([O:15][CH2:16][CH3:17])=[O:14])[CH2:28][CH2:27]1. The catalyst class is: 8. (5) Reactant: [C:1]([C:4]1[NH:8][C:7]([C:9]([O:11]C)=[O:10])=[C:6]([Cl:13])[CH:5]=1)(=[O:3])[CH3:2].CO.[Li+].[OH-]. Product: [C:1]([C:4]1[NH:8][C:7]([C:9]([OH:11])=[O:10])=[C:6]([Cl:13])[CH:5]=1)(=[O:3])[CH3:2]. The catalyst class is: 1. (6) Reactant: [Cl:1][C:2]1[CH:3]=[CH:4][C:5]2[O:10][CH:9]([CH:11]([CH3:13])[CH3:12])[C:8](=[O:14])[NH:7][C:6]=2[CH:15]=1.C(=O)([O-])[O-].[K+].[K+].[C:22]([O:26][CH3:27])(=[O:25])[CH:23]=[CH2:24].C(OCC)(=O)C. Product: [CH3:27][O:26][C:22](=[O:25])[CH2:23][CH2:24][N:7]1[C:6]2[CH:15]=[C:2]([Cl:1])[CH:3]=[CH:4][C:5]=2[O:10][CH:9]([CH:11]([CH3:13])[CH3:12])[C:8]1=[O:14]. The catalyst class is: 35. (7) Reactant: [NH2:1][C:2]1[S:6][N:5]=[C:4]([CH3:7])[C:3]=1[C:8]#[N:9].CCN(CC)CC.[C:17](Cl)(=[O:21])[CH2:18][CH2:19][CH3:20]. Product: [C:8]([C:3]1[C:4]([CH3:7])=[N:5][S:6][C:2]=1[NH:1][C:17](=[O:21])[CH2:18][CH2:19][CH3:20])#[N:9]. The catalyst class is: 2. (8) Reactant: [CH2:1]([O:3][C:4](=[O:17])[CH2:5][N:6]1[C:10]2=[N:11][CH:12]=[CH:13][CH:14]=[C:9]2[C:8](CBr)=[N:7]1)[CH3:2].[N-:18]=[N+:19]=[N-:20].[Na+]. Product: [CH2:1]([O:3][C:4](=[O:17])[CH2:5][N:6]1[C:10]2=[N:11][CH:12]=[CH:13][CH:14]=[C:9]2[C:8]([N:18]=[N+:19]=[N-:20])=[N:7]1)[CH3:2]. The catalyst class is: 31. (9) Reactant: [CH:1]([N:4]1[C:8]2[CH:9]=[CH:10][CH:11]=[CH:12][C:7]=2[N:6]([CH2:13][C:14]2[N:18]([CH2:19][CH2:20][CH:21]([CH3:23])[CH3:22])[C:17]3[CH:24]=[CH:25][C:26]([C:28]([OH:30])=O)=[CH:27][C:16]=3[N:15]=2)[C:5]1=[O:31])([CH3:3])[CH3:2].C(Cl)CCl.[CH3:36][NH:37][CH3:38]. Product: [CH3:36][N:37]([CH3:38])[C:28]([C:26]1[CH:25]=[CH:24][C:17]2[N:18]([CH2:19][CH2:20][CH:21]([CH3:23])[CH3:22])[C:14]([CH2:13][N:6]3[C:7]4[CH:12]=[CH:11][CH:10]=[CH:9][C:8]=4[N:4]([CH:1]([CH3:3])[CH3:2])[C:5]3=[O:31])=[N:15][C:16]=2[CH:27]=1)=[O:30]. The catalyst class is: 142. (10) Reactant: P(Cl)(Cl)([Cl:3])=S.C(N)CCC.[CH2:11]([N:15]([CH2:20][CH2:21][CH2:22][CH3:23])[CH2:16][CH2:17][CH2:18][CH3:19])[CH2:12][CH2:13][CH3:14]. Product: [ClH:3].[CH2:20]([N:15]([CH2:11][CH2:12][CH2:13][CH3:14])[CH2:16][CH2:17][CH2:18][CH3:19])[CH2:21][CH2:22][CH3:23]. The catalyst class is: 13.